From a dataset of Catalyst prediction with 721,799 reactions and 888 catalyst types from USPTO. Predict which catalyst facilitates the given reaction. (1) Reactant: [NH2:1][C:2]1[C:3]([C:10](/[N:12]=[C:13]2/[NH:14][C:15]3([CH2:22][CH2:21][N:20]([C:23](=[O:37])[CH2:24][CH2:25][C:26]4[CH:36]=[CH:35][C:29]([O:30][CH2:31][C:32]([OH:34])=[O:33])=[CH:28][CH:27]=4)[CH2:19][CH2:18]3)[CH2:16][NH:17]/2)=[O:11])=[N:4][C:5]([Cl:9])=[C:6]([NH2:8])[N:7]=1.Cl[CH2:39][C:40]([N:42]([CH2:46][CH2:47][CH3:48])[CH2:43][CH2:44][CH3:45])=[O:41].C(=O)([O-])O.[Na+]. Product: [CH2:43]([N:42]([CH2:46][CH2:47][CH3:48])[C:40]([CH2:39][O:33][C:32](=[O:34])[CH2:31][O:30][C:29]1[CH:28]=[CH:27][C:26]([CH2:25][CH2:24][C:23]([N:20]2[CH2:21][CH2:22][C:15]3([NH:14]/[C:13](=[N:12]/[C:10]([C:3]4[C:2]([NH2:1])=[N:7][C:6]([NH2:8])=[C:5]([Cl:9])[N:4]=4)=[O:11])/[NH:17][CH2:16]3)[CH2:18][CH2:19]2)=[O:37])=[CH:36][CH:35]=1)=[O:41])[CH2:44][CH3:45]. The catalyst class is: 18. (2) Reactant: C([N:4]1[C:12]2[C:7](=[CH:8][C:9]([C:13]([O:15][CH3:16])=[O:14])=[CH:10][CH:11]=2)[CH:6]=[N:5]1)(=O)C.Cl. Product: [NH:4]1[C:12]2[C:7](=[CH:8][C:9]([C:13]([O:15][CH3:16])=[O:14])=[CH:10][CH:11]=2)[CH:6]=[N:5]1. The catalyst class is: 5. (3) Reactant: [CH2:1]([N:8]1[CH2:13][CH2:12][NH:11][C@@H:10]([CH:14]([CH3:16])[CH3:15])[CH2:9]1)[C:2]1[CH:7]=[CH:6][CH:5]=[CH:4][CH:3]=1.[C:17](O[BH-](OC(=O)C)OC(=O)C)(=O)C.[Na+].C=O. Product: [CH3:17][N:11]1[CH2:12][CH2:13][N:8]([CH2:1][C:2]2[CH:3]=[CH:4][CH:5]=[CH:6][CH:7]=2)[CH2:9][C@@H:10]1[CH:14]([CH3:16])[CH3:15]. The catalyst class is: 2. (4) Reactant: [Cl:1][C:2]1[CH:18]=[CH:17][C:16]([Cl:19])=[CH:15][C:3]=1[O:4][C:5]1[C:10]([C:11]([O-:13])=O)=[CH:9][N:8]=[C:7]([CH3:14])[CH:6]=1.[Li+].C(N(C(C)C)C(C)C)C.CN(C(ON1N=NC2C=CC=NC1=2)=[N+](C)C)C.F[P-](F)(F)(F)(F)F.[CH:54]1([N:57]2[C:66]3[C:61](=[CH:62][CH:63]=[CH:64][CH:65]=3)[NH:60][CH2:59][CH2:58]2)[CH2:56][CH2:55]1.C(=O)(O)[O-].[Na+]. Product: [CH:54]1([N:57]2[C:66]3[C:61](=[CH:62][CH:63]=[CH:64][CH:65]=3)[N:60]([C:11]([C:10]3[CH:9]=[N:8][C:7]([CH3:14])=[CH:6][C:5]=3[O:4][C:3]3[CH:15]=[C:16]([Cl:19])[CH:17]=[CH:18][C:2]=3[Cl:1])=[O:13])[CH2:59][CH2:58]2)[CH2:56][CH2:55]1. The catalyst class is: 42. (5) Reactant: [C:1]([O:5][C:6](=[O:28])[NH:7][CH2:8][C:9]1[CH:14]=[CH:13][C:12]([CH2:15][NH:16][CH2:17][CH2:18][CH2:19][CH2:20][N:21]([CH2:25][CH2:26][CH3:27])[CH2:22][CH2:23][CH3:24])=[CH:11][CH:10]=1)([CH3:4])([CH3:3])[CH3:2].C=O.[C:31]([BH3-])#N.[Na+].C(O)(=O)C. Product: [C:1]([O:5][C:6](=[O:28])[NH:7][CH2:8][C:9]1[CH:10]=[CH:11][C:12]([CH2:15][N:16]([CH2:17][CH2:18][CH2:19][CH2:20][N:21]([CH2:22][CH2:23][CH3:24])[CH2:25][CH2:26][CH3:27])[CH3:31])=[CH:13][CH:14]=1)([CH3:3])([CH3:4])[CH3:2]. The catalyst class is: 5.